Dataset: Reaction yield outcomes from USPTO patents with 853,638 reactions. Task: Predict the reaction yield, written as a fraction of the theoretical maximum amount of product (1.0 means a 100% yield; for example, 0.34 means a 34% yield). (1) The reactants are Cl[C:2]1[CH:7]=[CH:6][C:5]([CH3:8])=[CH:4][C:3]=1[N+:9]([O-:11])=[O:10].C([O-])([O-])=O.[K+].[K+].[CH2:18]([SH:21])[CH2:19][CH3:20]. The catalyst is CN(C=O)C. The product is [CH3:8][C:5]1[CH:6]=[CH:7][C:2]([S:21][CH2:18][CH2:19][CH3:20])=[C:3]([N+:9]([O-:11])=[O:10])[CH:4]=1. The yield is 0.910. (2) The reactants are [Cl:1][C:2]1[C:3]([C:12]([F:15])([F:14])[F:13])=[N:4][N:5]([CH2:8][C:9]([OH:11])=O)[C:6]=1[CH3:7].[F:16][C:17]1[CH:22]=[C:21]([F:23])[CH:20]=[CH:19][C:18]=1[N:24]1[C:32]2[CH2:31][CH2:30][CH2:29][NH:28][C:27]=2[CH:26]=[N:25]1. No catalyst specified. The product is [Cl:1][C:2]1[C:3]([C:12]([F:15])([F:14])[F:13])=[N:4][N:5]([CH2:8][C:9]([N:28]2[CH2:29][CH2:30][CH2:31][C:32]3[N:24]([C:18]4[CH:19]=[CH:20][C:21]([F:23])=[CH:22][C:17]=4[F:16])[N:25]=[CH:26][C:27]2=3)=[O:11])[C:6]=1[CH3:7]. The yield is 0.700. (3) The reactants are [F:1][C:2]([F:15])([F:14])[C:3]1[CH:13]=[CH:12][C:6]([CH:7]=[CH:8][C:9](O)=[O:10])=[CH:5][CH:4]=1.S(Cl)(Cl)=O.[NH3:20]. The catalyst is C1(C)C=CC=CC=1.CN(C)C=O. The product is [F:1][C:2]([F:15])([F:14])[C:3]1[CH:13]=[CH:12][C:6]([CH:7]=[CH:8][C:9]([NH2:20])=[O:10])=[CH:5][CH:4]=1. The yield is 0.940.